Dataset: Catalyst prediction with 721,799 reactions and 888 catalyst types from USPTO. Task: Predict which catalyst facilitates the given reaction. (1) Reactant: [CH3:1][O:2][CH2:3][C:4]1[CH:5]=[C:6](Br)[CH:7]=[C:8]([CH2:10][O:11][CH3:12])[CH:9]=1.[Mg].CN(C)[CH:17]=[O:18]. Product: [CH3:1][O:2][CH2:3][C:4]1[CH:5]=[C:6]([CH:7]=[C:8]([CH2:10][O:11][CH3:12])[CH:9]=1)[CH:17]=[O:18]. The catalyst class is: 7. (2) Reactant: Cl[C:2]1[N:11]=[CH:10][C:9]([Cl:12])=[CH:8][C:3]=1[C:4]([O:6][CH3:7])=[O:5].[O:13]([CH:20]1[CH2:23][NH:22][CH2:21]1)[C:14]1[CH:19]=[CH:18][CH:17]=[CH:16][CH:15]=1.C(N(CC)CC)C. Product: [Cl:12][C:9]1[CH:10]=[N:11][C:2]([N:22]2[CH2:21][CH:20]([O:13][C:14]3[CH:19]=[CH:18][CH:17]=[CH:16][CH:15]=3)[CH2:23]2)=[C:3]([CH:8]=1)[C:4]([O:6][CH3:7])=[O:5]. The catalyst class is: 7. (3) Reactant: Cl[C:2]1[N:11]([C:12]2[CH:17]=[CH:16][CH:15]=[CH:14][CH:13]=2)[C:10](=[O:18])[C:9]2[C:4](=[CH:5][C:6]([C:19]([O:21][CH3:22])=[O:20])=[CH:7][CH:8]=2)[N:3]=1.C(N(CC)C(C)C)(C)C.[Cl:32][C:33]1[CH:40]=[CH:39][C:36]([CH2:37][NH2:38])=[CH:35][CH:34]=1. Product: [Cl:32][C:33]1[CH:40]=[CH:39][C:36]([CH2:37][NH:38][C:2]2[N:11]([C:12]3[CH:17]=[CH:16][CH:15]=[CH:14][CH:13]=3)[C:10](=[O:18])[C:9]3[C:4](=[CH:5][C:6]([C:19]([O:21][CH3:22])=[O:20])=[CH:7][CH:8]=3)[N:3]=2)=[CH:35][CH:34]=1. The catalyst class is: 32. (4) Reactant: C(NC(C)C)(C)C.C([Li])CCC.[CH:13]1([C:19]#[N:20])[CH2:18][CH2:17][CH2:16][CH2:15][CH2:14]1.[F:21][C:22]1[CH:27]=[CH:26][C:25]([O:28][CH3:29])=[CH:24][C:23]=1[C:30]1[C:31]([C:46](OCC)=O)=[CH:32][C:33]([O:36][CH2:37][C:38]2[CH:43]=[CH:42][C:41]([O:44][CH3:45])=[CH:40][CH:39]=2)=[CH:34][CH:35]=1.[Cl-].[NH4+]. Product: [F:21][C:22]1[CH:27]=[CH:26][C:25]([O:28][CH3:29])=[CH:24][C:23]=1[C:30]1[CH:35]=[CH:34][C:33]([O:36][CH2:37][C:38]2[CH:39]=[CH:40][C:41]([O:44][CH3:45])=[CH:42][CH:43]=2)=[CH:32][C:31]=1[CH2:46][C:13]1([C:19]#[N:20])[CH2:18][CH2:17][CH2:16][CH2:15][CH2:14]1. The catalyst class is: 134. (5) Reactant: [O:1]=[C:2]1[O:6][CH2:5][C@H:4]([NH:7][C:8](=[O:17])[O:9][CH2:10][C:11]2[CH:16]=[CH:15][CH:14]=[CH:13][CH:12]=2)[CH2:3]1.[NH:18]1[CH2:23][CH2:22][O:21][CH2:20][CH2:19]1. Product: [OH:6][CH2:5][C@H:4]([NH:7][C:8](=[O:17])[O:9][CH2:10][C:11]1[CH:16]=[CH:15][CH:14]=[CH:13][CH:12]=1)[CH2:3][C:2]([N:18]1[CH2:23][CH2:22][O:21][CH2:20][CH2:19]1)=[O:1]. The catalyst class is: 12.